This data is from Catalyst prediction with 721,799 reactions and 888 catalyst types from USPTO. The task is: Predict which catalyst facilitates the given reaction. (1) Reactant: [Br:1][C:2]1[CH:12]=[CH:11][C:5]([NH:6][CH2:7][CH:8]2[CH2:10][CH2:9]2)=[C:4]([N+:13]([O-])=O)[C:3]=1[Cl:16].O.O.[Sn](Cl)Cl. Product: [Br:1][C:2]1[C:3]([Cl:16])=[C:4]([NH2:13])[C:5]([NH:6][CH2:7][CH:8]2[CH2:9][CH2:10]2)=[CH:11][CH:12]=1. The catalyst class is: 8. (2) Reactant: CC(OC([NH:8][C@@H:9]([CH2:27][CH3:28])[C:10]([NH:12][C@@H:13]([CH2:19][CH2:20][C:21]1[CH:26]=[CH:25][CH:24]=[CH:23][CH:22]=1)/[CH:14]=[CH:15]/[C:16]([OH:18])=O)=[O:11])=O)(C)C.CN(C(ON1N=NC2C=CC=NC1=2)=[N+](C)C)C.F[P-](F)(F)(F)(F)F.CCN(C(C)C)C(C)C.[C@@H:62]12[NH:72][C@@H:69]([CH2:70][CH2:71]1)[C:68]1[C:63]2=[CH:64][CH:65]=[CH:66][CH:67]=1.[C:73]([OH:79])([C:75]([F:78])([F:77])[F:76])=[O:74]. Product: [F:76][C:75]([F:78])([F:77])[C:73]([OH:79])=[O:74].[NH2:8][C@@H:9]([CH2:27][CH3:28])[C:10]([NH:12][C@@H:13]([CH2:19][CH2:20][C:21]1[CH:22]=[CH:23][CH:24]=[CH:25][CH:26]=1)/[CH:14]=[CH:15]/[C:16]([N:72]1[C@H:62]2[CH2:71][CH2:70][C@@H:69]1[C:68]1[C:63]2=[CH:64][CH:65]=[CH:66][CH:67]=1)=[O:18])=[O:11]. The catalyst class is: 85.